This data is from Full USPTO retrosynthesis dataset with 1.9M reactions from patents (1976-2016). The task is: Predict the reactants needed to synthesize the given product. (1) Given the product [OH:26][C:25]1[C:27]([CH2:14][CH2:15][CH:16]([CH3:20])[CH3:17])=[C:28]([OH:32])[C:29]([CH2:9][CH2:8][CH:4]([CH3:3])[CH3:5])([CH2:21][CH2:22][CH:24]([CH3:30])[CH3:25])[C:30](=[O:31])[C:24]=1[C:22](=[O:23])[CH2:21][CH2:20][C:16]1[CH:17]=[CH:18][CH:19]=[C:14]([Cl:13])[CH:15]=1, predict the reactants needed to synthesize it. The reactants are: ClC1[CH:3]=[C:4]([CH2:8][CH2:9]C(O)=O)[CH:5]=CC=1.[Cl:13][C:14]1[CH:15]=[C:16]([CH2:20][CH2:21][C:22]([C:24]2[C:30]([OH:31])=[CH:29][C:28]([OH:32])=[CH:27][C:25]=2[OH:26])=[O:23])[CH:17]=[CH:18][CH:19]=1. (2) Given the product [C:32]([OH:44])(=[O:43])[CH2:33][C:34]([CH2:39][C:40]([OH:42])=[O:41])([C:36]([OH:38])=[O:37])[OH:35].[C:32]([OH:44])(=[O:43])[CH2:33][C:34]([CH2:39][C:40]([OH:42])=[O:41])([C:36]([OH:38])=[O:37])[OH:35].[CH3:1][O:2][CH2:3][CH2:4][CH2:5][S:6]([C:9]1[CH:14]=[CH:13][C:12]([C:15]2[CH:20]=[CH:19][C:18]([CH2:21][CH2:22][N:23]3[CH2:27][CH2:26][CH2:25][C@H:24]3[CH3:28])=[CH:17][CH:16]=2)=[CH:11][CH:10]=1)(=[O:8])=[O:7], predict the reactants needed to synthesize it. The reactants are: [CH3:1][O:2][CH2:3][CH2:4][CH2:5][S:6]([C:9]1[CH:14]=[CH:13][C:12]([C:15]2[CH:20]=[CH:19][C:18]([CH2:21][CH2:22][N:23]3[CH2:27][CH2:26][CH2:25][C@H:24]3[CH3:28])=[CH:17][CH:16]=2)=[CH:11][CH:10]=1)(=[O:8])=[O:7].C(#N)C.[C:32]([OH:44])(=[O:43])[CH2:33][C:34]([CH2:39][C:40]([OH:42])=[O:41])([C:36]([OH:38])=[O:37])[OH:35].